This data is from Full USPTO retrosynthesis dataset with 1.9M reactions from patents (1976-2016). The task is: Predict the reactants needed to synthesize the given product. (1) Given the product [CH3:8][O:7][C:5](=[O:6])[C:4]1[CH:9]=[C:10]([Cl:12])[N:11]=[C:2]([C:25](=[O:27])[CH3:26])[CH:3]=1, predict the reactants needed to synthesize it. The reactants are: Cl[C:2]1[CH:3]=[C:4]([CH:9]=[C:10]([Cl:12])[N:11]=1)[C:5]([O:7][CH3:8])=[O:6].C1(C)C=CC=CC=1.C([Sn](CCCC)(CCCC)[C:25]([O:27]CC)=[CH2:26])CCC. (2) Given the product [F:20][C:17]1[CH:18]=[CH:19][C:14]([CH2:13][N:8]2[N:7]=[CH:6][C:5]3[C:10](=[CH:11][C:2]([C:29]#[C:28][CH2:27][C:21]4[CH:26]=[CH:25][CH:24]=[CH:23][CH:22]=4)=[CH:3][N:4]=3)[C:9]2=[O:12])=[CH:15][CH:16]=1, predict the reactants needed to synthesize it. The reactants are: Br[C:2]1[CH:11]=[C:10]2[C:5]([CH:6]=[N:7][N:8]([CH2:13][C:14]3[CH:19]=[CH:18][C:17]([F:20])=[CH:16][CH:15]=3)[C:9]2=[O:12])=[N:4][CH:3]=1.[C:21]1([CH2:27][C:28]#[CH:29])[CH:26]=[CH:25][CH:24]=[CH:23][CH:22]=1.C(N(CC)CC)C. (3) Given the product [CH:3]([C@H:2]1[C:6]2[CH:11]=[CH:10][CH:9]=[CH:8][C:7]=2[C@H:12]([CH:13]([CH3:15])[CH3:14])[O:16][P:29](=[O:30])([C:23]2[CH:28]=[CH:27][CH:26]=[CH:25][CH:24]=2)[O:1]1)([CH3:5])[CH3:4], predict the reactants needed to synthesize it. The reactants are: [OH:1][C@H:2]([C:6]1[CH:11]=[CH:10][CH:9]=[CH:8][C:7]=1[C@@H:12]([OH:16])[CH:13]([CH3:15])[CH3:14])[CH:3]([CH3:5])[CH3:4].N1C=CC=CC=1.[C:23]1([P:29](Cl)(Cl)=[O:30])[CH:28]=[CH:27][CH:26]=[CH:25][CH:24]=1.Cl. (4) Given the product [Br:1][C:2]1[CH:7]=[CH:6][C:5]([C:8]2[O:9][C:10]([CH3:20])=[C:11]([CH2:13][CH2:14][N:44]3[CH2:45][CH2:46][C@H:42]([O:41][CH3:40])[CH2:43]3)[N:12]=2)=[CH:4][CH:3]=1, predict the reactants needed to synthesize it. The reactants are: [Br:1][C:2]1[CH:7]=[CH:6][C:5]([C:8]2[O:9][C:10]([CH3:20])=[C:11]([CH2:13][CH2:14]OS(C)(=O)=O)[N:12]=2)=[CH:4][CH:3]=1.C(=O)([O-])[O-].[K+].[K+].[I-].[K+].CC1C=CC(S(O)(=O)=O)=CC=1.[CH3:40][O:41][C@H:42]1[CH2:46][CH2:45][NH:44][CH2:43]1. (5) Given the product [O:13]1[CH2:12][CH2:11][O:10][CH:9]1[C:6]1[CH:5]=[CH:4][C:3]([C:1]2[O:22][N:21]=[C:15]([C:16]([O:18][CH2:19][CH3:20])=[O:17])[CH:2]=2)=[CH:8][CH:7]=1, predict the reactants needed to synthesize it. The reactants are: [C:1]([C:3]1[CH:8]=[CH:7][C:6]([CH:9]2[O:13][CH2:12][CH2:11][O:10]2)=[CH:5][CH:4]=1)#[CH:2].Cl/[C:15](=[N:21]\[OH:22])/[C:16]([O:18][CH2:19][CH3:20])=[O:17].C(N(CC)CC)C.C([NH+](CC)CC)C.